Task: Predict the product of the given reaction.. Dataset: Forward reaction prediction with 1.9M reactions from USPTO patents (1976-2016) (1) Given the reactants [CH3:1][O:2][C:3](=[O:45])[NH:4][C@H:5]([C:10]([NH:12][N:13]([CH2:37][C:38]1[CH:43]=[CH:42][CH:41]=[C:40](Br)[CH:39]=1)[CH2:14][C@:15]([OH:36])([C:23](=[O:35])[NH:24][C@H:25]1[C:33]2[C:28](=[CH:29][CH:30]=[CH:31][CH:32]=2)[CH2:27][C@H:26]1[OH:34])[CH2:16][C:17]1[CH:22]=[CH:21][CH:20]=[CH:19][CH:18]=1)=[O:11])[C:6]([CH3:9])([CH3:8])[CH3:7].[C:46]1([C:52]#[CH:53])[CH:51]=[CH:50][CH:49]=[CH:48][CH:47]=1.N(CC)CC.CN(C=O)C, predict the reaction product. The product is: [CH3:1][O:2][C:3](=[O:45])[NH:4][C@H:5]([C:10]([NH:12][N:13]([CH2:14][C@:15]([OH:36])([C:23](=[O:35])[NH:24][C@H:25]1[C:33]2[C:28](=[CH:29][CH:30]=[CH:31][CH:32]=2)[CH2:27][C@H:26]1[OH:34])[CH2:16][C:17]1[CH:22]=[CH:21][CH:20]=[CH:19][CH:18]=1)[CH2:37][C:38]1[CH:43]=[CH:42][CH:41]=[C:40]([C:53]#[C:52][C:46]2[CH:51]=[CH:50][CH:49]=[CH:48][CH:47]=2)[CH:39]=1)=[O:11])[C:6]([CH3:9])([CH3:8])[CH3:7]. (2) Given the reactants [CH3:1][O:2][C:3]1[CH:8]=[CH:7][C:6]([CH2:9][NH2:10])=[CH:5][CH:4]=1.[Cl:11][CH2:12][CH2:13][O:14][CH2:15][CH2:16][C:17](Cl)=[O:18], predict the reaction product. The product is: [Cl:11][CH2:12][CH2:13][O:14][CH2:15][CH2:16][C:17]([NH:10][CH2:9][C:6]1[CH:7]=[CH:8][C:3]([O:2][CH3:1])=[CH:4][CH:5]=1)=[O:18]. (3) Given the reactants [C:1]([O:5][C:6]([N:8]1[C:16]2[C:11](=[CH:12][CH:13]=[C:14]([O:17][Si](C(C)(C)C)(C3C=CC=CC=3)C3C=CC=CC=3)[CH:15]=2)[C:10]([CH:35]2[CH2:37][CH2:36]2)=[N:9]1)=[O:7])([CH3:4])([CH3:3])[CH3:2].CCCC[N+](CCCC)(CCCC)CCCC.[F-].C1COCC1.O, predict the reaction product. The product is: [C:1]([O:5][C:6]([N:8]1[C:16]2[C:11](=[CH:12][CH:13]=[C:14]([OH:17])[CH:15]=2)[C:10]([CH:35]2[CH2:36][CH2:37]2)=[N:9]1)=[O:7])([CH3:4])([CH3:2])[CH3:3]. (4) Given the reactants CCN(CC)CC.C(S)(S)CC.[Cl:13][C:14]1[CH:15]=[C:16]([CH:36]=[C:37]([F:39])[CH:38]=1)[CH2:17][NH:18][C:19]([C:21]1([N:33]=[N+]=[N-])[CH2:25][CH2:24][N:23]([C:26]2[CH:31]=[CH:30][CH:29]=[CH:28][CH:27]=2)[C:22]1=[O:32])=[O:20], predict the reaction product. The product is: [Cl:13][C:14]1[CH:15]=[C:16]([CH:36]=[C:37]([F:39])[CH:38]=1)[CH2:17][NH:18][C:19]([C:21]1([NH2:33])[CH2:25][CH2:24][N:23]([C:26]2[CH:31]=[CH:30][CH:29]=[CH:28][CH:27]=2)[C:22]1=[O:32])=[O:20]. (5) Given the reactants [CH3:1][O:2][C:3]1[CH:8]=[CH:7][C:6]([C:9](=[O:12])[CH2:10][CH3:11])=[CH:5][CH:4]=1.[CH2:13](O)[CH2:14][OH:15], predict the reaction product. The product is: [CH2:10]([C:9]1([C:6]2[CH:7]=[CH:8][C:3]([O:2][CH3:1])=[CH:4][CH:5]=2)[O:15][CH2:14][CH2:13][O:12]1)[CH3:11]. (6) Given the reactants [Si]([O:8][CH2:9][C:10]1[CH:19]=[CH:18][CH:17]=[C:16]2[C:11]=1[C:12](=[O:35])[N:13]([C:21]1[CH:22]=[C:23]([C:27]([N:29]([CH2:31][CH:32]([CH3:34])[CH3:33])[CH3:30])=[O:28])[S:24][C:25]=1[Cl:26])[C:14](=[O:20])[NH:15]2)(C(C)(C)C)(C)C.[F-].C([N+](CCCC)(CCCC)CCCC)CCC, predict the reaction product. The product is: [Cl:26][C:25]1[S:24][C:23]([C:27]([N:29]([CH2:31][CH:32]([CH3:34])[CH3:33])[CH3:30])=[O:28])=[CH:22][C:21]=1[N:13]1[C:12](=[O:35])[C:11]2[C:16](=[CH:17][CH:18]=[CH:19][C:10]=2[CH2:9][OH:8])[NH:15][C:14]1=[O:20]. (7) Given the reactants [Br:1][C:2]12[CH2:11][C:6]3([CH3:12])[CH2:7][CH:8]([CH2:10][C:4]([CH3:13])([CH2:5]3)[CH2:3]1)[CH2:9]2.C(I)(I)[I:15].[OH-].[Na+], predict the reaction product. The product is: [Br:1][C:2]12[CH2:3][C:4]3([CH3:13])[CH2:5][C:6]([CH3:12])([CH2:7][C:8]([I:15])([CH2:10]3)[CH2:9]1)[CH2:11]2. (8) Given the reactants [F:1][C:2]1[CH:3]=[CH:4][C:5]2[C:9]([CH:10]=1)=[N:8][N:7]1[C:11](=[O:28])[CH:12]=[C:13]([CH:15]3[CH2:20][CH2:19][N:18](C(OC(C)(C)C)=O)[CH2:17][CH2:16]3)[NH:14][C:6]=21.[ClH:29], predict the reaction product. The product is: [ClH:29].[F:1][C:2]1[CH:3]=[CH:4][C:5]2[C:9]([CH:10]=1)=[N:8][N:14]1[C:13]([CH:15]3[CH2:20][CH2:19][NH:18][CH2:17][CH2:16]3)=[CH:12][C:11](=[O:28])[NH:7][C:6]=21. (9) Given the reactants [PH3]=O.[C:3]1([P:9](=[O:28])([C:22]2[CH:27]=[CH:26][CH:25]=[CH:24][CH:23]=2)[CH2:10][N:11]2C(=O)C3=CC=CC=C3C2=O)[CH:8]=[CH:7][CH:6]=[CH:5][CH:4]=1, predict the reaction product. The product is: [NH2:11][CH2:10][P:9](=[O:28])([C:22]1[CH:23]=[CH:24][CH:25]=[CH:26][CH:27]=1)[C:3]1[CH:8]=[CH:7][CH:6]=[CH:5][CH:4]=1. (10) Given the reactants [CH3:1][N:2]1[CH2:7][CH2:6][NH:5][CH2:4][CH2:3]1.CCN(CC)CC.Br[CH2:16][C:17]1[CH:22]=[CH:21][C:20]([O:23][CH3:24])=[CH:19][C:18]=1[N+:25]([O-:27])=[O:26], predict the reaction product. The product is: [CH3:24][O:23][C:20]1[CH:21]=[CH:22][C:17]([CH2:16][N:5]2[CH2:6][CH2:7][N:2]([CH3:1])[CH2:3][CH2:4]2)=[C:18]([N+:25]([O-:27])=[O:26])[CH:19]=1.